Dataset: Catalyst prediction with 721,799 reactions and 888 catalyst types from USPTO. Task: Predict which catalyst facilitates the given reaction. (1) Reactant: C(NC(C)C)(C)C.C([Li])CCC.[C:13]([CH:15]([C:21]1[CH:26]=[CH:25][CH:24]=[C:23]([O:27][CH3:28])[CH:22]=1)[C:16]([O:18][CH2:19][CH3:20])=[O:17])#[N:14].Br[CH2:30][C:31]1[CH:36]=[CH:35][CH:34]=[CH:33][CH:32]=1. Product: [C:13]([C:15]([C:21]1[CH:26]=[CH:25][CH:24]=[C:23]([O:27][CH3:28])[CH:22]=1)([CH2:30][C:31]1[CH:36]=[CH:35][CH:34]=[CH:33][CH:32]=1)[C:16]([O:18][CH2:19][CH3:20])=[O:17])#[N:14]. The catalyst class is: 7. (2) Reactant: Cl.[CH2:2]=[CH:3][CH2:4][NH2:5].[CH2:6]1[O:8][CH:7]1[CH2:9][Cl:10].Cl.[C:12](=[O:15])([O-:14])[O-:13].[Na+].[Na+]. Product: [CH2:2]=[CH:3][CH2:4][NH3+:5].[CH2:6]1[O:8][CH:7]1[CH2:9][Cl:10].[C:12]([O-:15])([OH:14])=[O:13]. The catalyst class is: 6.